This data is from Reaction yield outcomes from USPTO patents with 853,638 reactions. The task is: Predict the reaction yield, written as a fraction of the theoretical maximum amount of product (1.0 means a 100% yield; for example, 0.34 means a 34% yield). (1) The reactants are [Cl:1][C:2]1[N:7]=[C:6]([NH2:8])[N:5]=[C:4]([NH:9][C@H:10]2[C:19]3[C:14](=[C:15]([F:20])[CH:16]=[CH:17][CH:18]=3)[O:13][CH2:12][CH2:11]2)[C:3]=1[NH2:21].[C:22](Cl)(Cl)=[O:23]. The catalyst is C1COCC1.C1(C)C=CC=CC=1. The product is [NH2:8][C:6]1[N:5]=[C:4]2[C:3]([NH:21][C:22](=[O:23])[N:9]2[C@H:10]2[C:19]3[C:14](=[C:15]([F:20])[CH:16]=[CH:17][CH:18]=3)[O:13][CH2:12][CH2:11]2)=[C:2]([Cl:1])[N:7]=1. The yield is 0.800. (2) The reactants are [Cl:1][C:2]1[CH:7]=[CH:6][C:5]([C:8]2[O:9][CH:10]=[C:11]([CH2:13]Cl)[N:12]=2)=[CH:4][CH:3]=1.[NH2:15][C:16]1[CH:25]=[CH:24][C:23]2[C:22]([OH:26])=[CH:21][CH:20]=[CH:19][C:18]=2[CH:17]=1.[S:27](O[S:27]([C:30]([F:33])([F:32])[F:31])(=[O:29])=[O:28])([C:30]([F:33])([F:32])[F:31])(=[O:29])=[O:28]. No catalyst specified. The product is [Cl:1][C:2]1[CH:7]=[CH:6][C:5]([C:8]2[O:9][CH:10]=[C:11]([CH2:13][O:26][C:22]3[CH:21]=[CH:20][CH:19]=[C:18]4[C:23]=3[CH:24]=[CH:25][C:16]([NH:15][S:27]([C:30]([F:33])([F:32])[F:31])(=[O:29])=[O:28])=[CH:17]4)[N:12]=2)=[CH:4][CH:3]=1. The yield is 0.300.